From a dataset of Peptide-MHC class I binding affinity with 185,985 pairs from IEDB/IMGT. Regression. Given a peptide amino acid sequence and an MHC pseudo amino acid sequence, predict their binding affinity value. This is MHC class I binding data. The peptide sequence is LVFSNVLCFR. The MHC is HLA-A11:01 with pseudo-sequence HLA-A11:01. The binding affinity (normalized) is 0.728.